From a dataset of Forward reaction prediction with 1.9M reactions from USPTO patents (1976-2016). Predict the product of the given reaction. (1) Given the reactants [F:1][C:2]1[CH:11]=[CH:10][C:5]2[N:6]=[C:7]([NH2:9])[S:8][C:4]=2[CH:3]=1.[CH3:12][O:13][CH2:14][CH2:15][Br:16], predict the reaction product. The product is: [BrH:16].[F:1][C:2]1[CH:11]=[CH:10][C:5]2[N:6]([CH2:15][CH2:14][O:13][CH3:12])[C:7](=[NH:9])[S:8][C:4]=2[CH:3]=1. (2) Given the reactants [OH:1][C:2]1[CH:11]=[CH:10][C:9]2[C:4](=[CH:5][CH:6]=[CH:7][CH:8]=2)[C:3]=1[CH:12]=O.[C:14]([OH:26])(=[O:25])[CH2:15][NH:16][C:17]([C:19]1[CH:24]=[CH:23][CH:22]=[CH:21][CH:20]=1)=O.C([O-])(=O)C.[Na+].C(OC(=O)C)(=O)C, predict the reaction product. The product is: [OH:1][C:2]1[CH:11]=[CH:10][C:9]2[C:4](=[CH:5][CH:6]=[CH:7][CH:8]=2)[C:3]=1[CH:12]=[C:15]1[C:14](=[O:25])[O:26][C:17]([C:19]2[CH:20]=[CH:21][CH:22]=[CH:23][CH:24]=2)=[N:16]1.